This data is from Forward reaction prediction with 1.9M reactions from USPTO patents (1976-2016). The task is: Predict the product of the given reaction. Given the reactants C(OC([N:8]1[CH2:13][CH2:12][N:11]([C:14]2[CH:15]=[C:16]([O:39][CH3:40])[CH:17]=[C:18]3[C:23]=2[O:22][CH:21]([C:24](=[O:38])[NH:25][C:26]2[CH:31]=[CH:30][C:29]([N:32]4[CH2:37][CH2:36][O:35][CH2:34][CH2:33]4)=[CH:28][CH:27]=2)[CH2:20][CH2:19]3)[CH2:10][CH2:9]1)=O)(C)(C)C.FC(F)(F)C(O)=O, predict the reaction product. The product is: [N:11]1([C:14]2[CH:15]=[C:16]([O:39][CH3:40])[CH:17]=[C:18]3[C:23]=2[O:22][CH:21]([C:24]([NH:25][C:26]2[CH:27]=[CH:28][C:29]([N:32]4[CH2:33][CH2:34][O:35][CH2:36][CH2:37]4)=[CH:30][CH:31]=2)=[O:38])[CH2:20][CH2:19]3)[CH2:12][CH2:13][NH:8][CH2:9][CH2:10]1.